This data is from Forward reaction prediction with 1.9M reactions from USPTO patents (1976-2016). The task is: Predict the product of the given reaction. (1) Given the reactants CC(O[C:6]([NH:8][C@@H](CC1C=CC(C2N=C3C(C)=CC=CN3C=2)=CC=1)CCC(OC(C)(C)C)=O)=O)(C)C.FC(F)(F)C(O)=O.C([SiH](CC)CC)C.C(NC(C)C)(C)C.Cl[C:58]1[CH:59]=[C:60]([CH:75]=[CH:76][C:77]=1[O:78][CH:79]([CH3:81])[CH3:80])[C:61]([O:63][C:64]1C(F)=C(F)C(F)=C(F)C=1F)=[O:62], predict the reaction product. The product is: [C:6]([C:58]1[CH:59]=[C:60]([CH:75]=[CH:76][C:77]=1[O:78][CH:79]([CH3:80])[CH3:81])[C:61]([O:63][CH3:64])=[O:62])#[N:8]. (2) Given the reactants ClC1C2C(=CC=CC=2)N=C2N(C)N=C(C)C=12.[NH2:17][C:18]1[CH:26]=[CH:25][CH:24]=[CH:23][C:19]=1[C:20]([OH:22])=[O:21].[CH2:27]=[C:28]1[O:31][C:30](=O)[CH2:29]1.C(OC(=O)C)(=O)C, predict the reaction product. The product is: [O:31]=[C:28]([CH3:27])[CH2:29][C:30]1[O:21][C:20](=[O:22])[C:19]2[CH:23]=[CH:24][CH:25]=[CH:26][C:18]=2[N:17]=1. (3) Given the reactants C(N(C(C)C)CC)(C)C.Cl.[CH3:11][O:12][C:13](=[O:20])[C@H:14]([CH2:16][CH2:17][S:18][CH3:19])[NH2:15].[S:21]1[C:25]2[CH:26]=[CH:27][CH:28]=[CH:29][C:24]=2[CH:23]=[C:22]1[C:30]1[O:34][C:33](=[O:35])[C:32]2([CH2:40][CH2:39][CH2:38][CH2:37][CH2:36]2)[N:31]=1, predict the reaction product. The product is: [CH3:11][O:12][C:13](=[O:20])[C@H:14]([CH2:16][CH2:17][S:18][CH3:19])[NH:15][C:33]([C:32]1([NH:31][C:30]([C:22]2[S:21][C:25]3[CH:26]=[CH:27][CH:28]=[CH:29][C:24]=3[CH:23]=2)=[O:34])[CH2:36][CH2:37][CH2:38][CH2:39][CH2:40]1)=[O:35]. (4) Given the reactants N[C@@H]1C2C(=CC=CC=2)C[C@@H]1O.[CH:12]1([C:17]2[C:26]([CH2:27][C:28]3[CH:33]=[CH:32][C:31]([C:34]([F:37])([F:36])[F:35])=[CH:30][CH:29]=3)=[C:25]([CH:38]([CH3:40])[CH3:39])[CH:24]=[C:23]3[C:18]=2[C:19](=[O:43])[CH2:20][C:21]([CH3:42])([CH3:41])[O:22]3)[CH2:16][CH2:15][CH2:14][CH2:13]1.CO, predict the reaction product. The product is: [CH:12]1([C:17]2[C:26]([CH2:27][C:28]3[CH:29]=[CH:30][C:31]([C:34]([F:35])([F:36])[F:37])=[CH:32][CH:33]=3)=[C:25]([CH:38]([CH3:39])[CH3:40])[CH:24]=[C:23]3[C:18]=2[C@@H:19]([OH:43])[CH2:20][C:21]([CH3:41])([CH3:42])[O:22]3)[CH2:13][CH2:14][CH2:15][CH2:16]1. (5) Given the reactants [C:1]([C:5]1[CH:15]=[CH:14][C:8]([C:9]([O:11]CC)=[O:10])=[C:7]([CH2:16][NH:17][C:18]2[CH:23]=[CH:22][CH:21]=[C:20]([C:24]3[N:25]=[C:26]([NH:32][C:33]4[CH:38]=[CH:37][C:36]([C:39]([N:41]5[CH2:46][CH2:45][O:44][CH2:43][CH2:42]5)=[O:40])=[CH:35][CH:34]=4)[C:27](=[O:31])[N:28]([CH3:30])[CH:29]=3)[C:19]=2[CH3:47])[CH:6]=1)([CH3:4])([CH3:3])[CH3:2].[Li+].[OH-].Cl, predict the reaction product. The product is: [C:1]([C:5]1[CH:15]=[CH:14][C:8]([C:9]([OH:11])=[O:10])=[C:7]([CH2:16][NH:17][C:18]2[CH:23]=[CH:22][CH:21]=[C:20]([C:24]3[N:25]=[C:26]([NH:32][C:33]4[CH:38]=[CH:37][C:36]([C:39]([N:41]5[CH2:46][CH2:45][O:44][CH2:43][CH2:42]5)=[O:40])=[CH:35][CH:34]=4)[C:27](=[O:31])[N:28]([CH3:30])[CH:29]=3)[C:19]=2[CH3:47])[CH:6]=1)([CH3:4])([CH3:3])[CH3:2]. (6) Given the reactants [CH3:1][O:2][C:3]1[CH:4]=[C:5]2[C:10](=[CH:11][C:12]=1[O:13][CH3:14])[NH:9][CH:8]=[CH:7][C:6]2=[O:15].Cl[C:17]1[CH:22]=[CH:21][C:20]([N+:23]([O-:25])=[O:24])=[CH:19][N:18]=1.C(=O)([O-])[O-].[Cs+].[Cs+], predict the reaction product. The product is: [CH3:1][O:2][C:3]1[CH:4]=[C:5]2[C:10](=[CH:11][C:12]=1[O:13][CH3:14])[N:9]=[CH:8][CH:7]=[C:6]2[O:15][C:17]1[CH:22]=[CH:21][C:20]([N+:23]([O-:25])=[O:24])=[CH:19][N:18]=1. (7) Given the reactants [CH3:1][C:2]([C:11]1[CH:16]=[CH:15]C(C)=[CH:13][CH:12]=1)([C:4]1[CH:9]=[CH:8][C:7]([CH3:10])=[CH:6][CH:5]=1)[CH3:3].CS(C)=O.[O-:22]S(OOS([O-])(=O)=O)(=O)=O.[Na+].[Na+].C([O:37][CH2:38][CH3:39])(=O)C, predict the reaction product. The product is: [CH3:1][C:2]([C:11]1[CH:16]=[CH:15][C:39]([CH:38]=[O:37])=[CH:13][CH:12]=1)([C:4]1[CH:9]=[CH:8][C:7]([CH:10]=[O:22])=[CH:6][CH:5]=1)[CH3:3]. (8) Given the reactants [C:1]([C:4]1[C:5](=[O:22])[N:6]([CH2:18][CH:19]([CH3:21])[CH3:20])[N:7]=[C:8]([C:10]2[CH:15]=[CH:14][C:13]([CH3:16])=[C:12]([F:17])[CH:11]=2)[CH:9]=1)(O)=[O:2].C(N(CC)CC)C.C(Cl)(=O)OCC.[BH4-].[Na+].Cl, predict the reaction product. The product is: [F:17][C:12]1[CH:11]=[C:10]([C:8]2[CH:9]=[C:4]([CH2:1][OH:2])[C:5](=[O:22])[N:6]([CH2:18][CH:19]([CH3:21])[CH3:20])[N:7]=2)[CH:15]=[CH:14][C:13]=1[CH3:16]. (9) Given the reactants [O:1]1[CH2:6][CH2:5][O:4][C:3]2[CH:7]=[C:8]([C:11]3[N:12]=[C:13](O)[C:14]4[C:19]([CH:20]=3)=[CH:18][C:17]([O:21][CH3:22])=[CH:16][CH:15]=4)[CH:9]=[CH:10][C:2]1=2.O=P(Cl)(Cl)[Cl:26], predict the reaction product. The product is: [Cl:26][C:13]1[C:14]2[C:19](=[CH:18][C:17]([O:21][CH3:22])=[CH:16][CH:15]=2)[CH:20]=[C:11]([C:8]2[CH:9]=[CH:10][C:2]3[O:1][CH2:6][CH2:5][O:4][C:3]=3[CH:7]=2)[N:12]=1.